From a dataset of Reaction yield outcomes from USPTO patents with 853,638 reactions. Predict the reaction yield, written as a fraction of the theoretical maximum amount of product (1.0 means a 100% yield; for example, 0.34 means a 34% yield). The reactants are [CH2:1]([O:3][C:4]([CH:6]1[C:10]([CH3:11])=[CH:9][CH2:8][N:7]1S(C1C=CC(C)=CC=1)(=O)=O)=[O:5])[CH3:2].C1CCN2C(=NCCC2)CC1. The catalyst is C1COCC1.CCOCC. The product is [CH2:1]([O:3][C:4]([C:6]1[NH:7][CH:8]=[CH:9][C:10]=1[CH3:11])=[O:5])[CH3:2]. The yield is 0.980.